This data is from Forward reaction prediction with 1.9M reactions from USPTO patents (1976-2016). The task is: Predict the product of the given reaction. (1) Given the reactants [C:1]([N:4]([CH2:25][CH:26]1[CH2:28][CH2:27]1)[C:5]1[CH:24]=[CH:23][C:8]([O:9][C:10]2[CH:11]=[C:12]([CH:16]=[C:17]([O:19][CH:20]([CH3:22])[CH3:21])[CH:18]=2)[C:13]([OH:15])=O)=[CH:7][CH:6]=1)(=[O:3])[CH3:2].[S:29]1[CH:33]=[CH:32][N:31]=[C:30]1[NH2:34].CCN=C=NCCCN(C)C.C1C=CC2N(O)N=NC=2C=1, predict the reaction product. The product is: [C:1]([N:4]([CH2:25][CH:26]1[CH2:28][CH2:27]1)[C:5]1[CH:6]=[CH:7][C:8]([O:9][C:10]2[CH:11]=[C:12]([CH:16]=[C:17]([O:19][CH:20]([CH3:21])[CH3:22])[CH:18]=2)[C:13]([NH:34][C:30]2[S:29][CH:33]=[CH:32][N:31]=2)=[O:15])=[CH:23][CH:24]=1)(=[O:3])[CH3:2]. (2) Given the reactants [NH2:1][C:2]1[CH:3]=[N:4][N:5]([CH3:21])[C:6]=1[N:7]1[CH2:12][CH:11]2[CH:9]([CH:10]2[NH:13]C(=O)OC(C)(C)C)[CH2:8]1.C(OC([NH:29][C:30]1[S:34][C:33]([C:35]2[C:40]([F:41])=[CH:39][CH:38]=[CH:37][C:36]=2[F:42])=[N:32][C:31]=1[C:43](O)=[O:44])=O)(C)(C)C.CN(C(ON1N=NC2C=CC=NC1=2)=[N+](C)C)C.F[P-](F)(F)(F)(F)F, predict the reaction product. The product is: [NH2:29][C:30]1[S:34][C:33]([C:35]2[C:40]([F:41])=[CH:39][CH:38]=[CH:37][C:36]=2[F:42])=[N:32][C:31]=1[C:43]([NH:1][C:2]1[CH:3]=[N:4][N:5]([CH3:21])[C:6]=1[N:7]1[CH2:8][CH:9]2[CH:11]([CH:10]2[NH2:13])[CH2:12]1)=[O:44]. (3) Given the reactants [C:1]([O:5][C:6]([N:8]([C:32]([O:34][C:35]([CH3:38])([CH3:37])[CH3:36])=[O:33])[C:9]1[C:18]2[C:13](=[CH:14][C:15]([NH:19][CH:20]([C:24]3[CH:29]=[CH:28][CH:27]=[C:26]([O:30][CH3:31])[CH:25]=3)[C:21](O)=[O:22])=[CH:16][CH:17]=2)[CH:12]=[CH:11][N:10]=1)=[O:7])([CH3:4])([CH3:3])[CH3:2].[CH3:39][S:40]([C:43]1[CH:48]=[CH:47][CH:46]=[CH:45][C:44]=1[CH2:49][NH2:50])(=[O:42])=[O:41].C(N(C(C)C)CC)(C)C.Cl.CN(C)CCCN=C=NCC.ON1C2N=CC=CC=2N=N1, predict the reaction product. The product is: [CH3:39][S:40]([C:43]1[CH:48]=[CH:47][CH:46]=[CH:45][C:44]=1[CH2:49][NH:50][C:21](=[O:22])[CH:20]([NH:19][C:15]1[CH:14]=[C:13]2[C:18](=[CH:17][CH:16]=1)[C:9]([N:8]([C:6]([O:5][C:1]([CH3:4])([CH3:2])[CH3:3])=[O:7])[C:32]([O:34][C:35]([CH3:38])([CH3:36])[CH3:37])=[O:33])=[N:10][CH:11]=[CH:12]2)[C:24]1[CH:29]=[CH:28][CH:27]=[C:26]([O:30][CH3:31])[CH:25]=1)(=[O:41])=[O:42]. (4) Given the reactants Cl[CH2:2][CH2:3][CH2:4][N:5]1[C:14]2[C:9](=[CH:10][C:11]([N+:15]([O-:17])=[O:16])=[CH:12][CH:13]=2)[CH2:8][CH2:7][C:6]1=[O:18].[NH:19]1[CH2:24][CH2:23][CH2:22][CH2:21][CH2:20]1.[I-].[K+].C(=O)([O-])[O-].[K+].[K+], predict the reaction product. The product is: [N+:15]([C:11]1[CH:10]=[C:9]2[C:14](=[CH:13][CH:12]=1)[N:5]([CH2:4][CH2:3][CH2:2][N:19]1[CH2:24][CH2:23][CH2:22][CH2:21][CH2:20]1)[C:6](=[O:18])[CH2:7][CH2:8]2)([O-:17])=[O:16]. (5) Given the reactants [CH2:1]([N:8]1[CH2:12][C@@H:11]([C:13]2[CH:18]=[CH:17][CH:16]=[CH:15][CH:14]=2)[C@H:10]([CH2:19][C:20]2[N:21]=[N:22][N:23]([CH2:25][CH2:26][CH3:27])[CH:24]=2)[C:9]1=O)[C:2]1[CH:7]=[CH:6][CH:5]=[CH:4][CH:3]=1.[Li], predict the reaction product. The product is: [CH2:1]([N:8]1[CH2:12][C@@H:11]([C:13]2[CH:14]=[CH:15][CH:16]=[CH:17][CH:18]=2)[C@H:10]([CH2:19][C:20]2[N:21]=[N:22][N:23]([CH2:25][CH2:26][CH3:27])[CH:24]=2)[CH2:9]1)[C:2]1[CH:7]=[CH:6][CH:5]=[CH:4][CH:3]=1. (6) Given the reactants [Li]CCCC.Br[C:7]1[CH:12]=[CH:11][CH:10]=[C:9]([Si:13]([CH3:16])([CH3:15])[CH3:14])[CH:8]=1.CN([CH:20]=[O:21])C.Cl, predict the reaction product. The product is: [CH3:14][Si:13]([CH3:16])([CH3:15])[C:9]1[CH:8]=[C:7]([CH:12]=[CH:11][CH:10]=1)[CH:20]=[O:21]. (7) The product is: [CH3:12][O:11][C:4]1[CH:3]=[C:2]([S:55][CH2:56][CH2:57][OH:58])[CH:7]=[C:6]([N+:8]([O-:10])=[O:9])[CH:5]=1. Given the reactants Br[C:2]1[CH:7]=[C:6]([N+:8]([O-:10])=[O:9])[CH:5]=[C:4]([O:11][CH3:12])[CH:3]=1.CC1(C)C2C(=C(P(C3C=CC=CC=3)C3C=CC=CC=3)C=CC=2)OC2C(P(C3C=CC=CC=3)C3C=CC=CC=3)=CC=CC1=2.[SH:55][CH2:56][CH2:57][OH:58], predict the reaction product. (8) Given the reactants [Br:1][C:2]1[C:3]2[C:4]([S:19][C:20]3[CH:25]=[CH:24][C:23]([Cl:26])=[CH:22][CH:21]=3)=[C:5]3[CH:14]([CH2:15][C:16]([OH:18])=[O:17])[CH2:13][CH2:12][N:6]3[C:7]=2[CH:8]=[C:9](I)[CH:10]=1.C1([As](C2C=CC=CC=2)C2C=CC=CC=2)C=CC=CC=1.[CH3:46][N:47]1[CH:51]=[CH:50][CH:49]=[C:48]1[Sn](CCCC)(CCCC)CCCC, predict the reaction product. The product is: [Br:1][C:2]1[C:3]2[C:4]([S:19][C:20]3[CH:25]=[CH:24][C:23]([Cl:26])=[CH:22][CH:21]=3)=[C:5]3[CH:14]([CH2:15][C:16]([OH:18])=[O:17])[CH2:13][CH2:12][N:6]3[C:7]=2[CH:8]=[C:9]([C:48]2[N:47]([CH3:46])[CH:51]=[CH:50][CH:49]=2)[CH:10]=1. (9) Given the reactants C(Cl)(=O)C(Cl)=O.CS(C)=O.[C:11]1([C:39]2[CH:44]=[CH:43][CH:42]=[CH:41][CH:40]=2)[C:12]([C:17]([N:19]2[CH2:23][C@H:22]([OH:24])[CH2:21][C@H:20]2[CH2:25][NH:26][C:27]([C:29]2[CH:30]=[CH:31][CH:32]=[C:33]3[C:38]=2[N:37]=[CH:36][CH:35]=[CH:34]3)=[O:28])=[O:18])=[CH:13][CH:14]=[CH:15][CH:16]=1.CCN(CC)CC, predict the reaction product. The product is: [C:11]1([C:39]2[CH:44]=[CH:43][CH:42]=[CH:41][CH:40]=2)[C:12]([C:17]([N:19]2[CH2:23][C:22](=[O:24])[CH2:21][C@H:20]2[CH2:25][NH:26][C:27]([C:29]2[CH:30]=[CH:31][CH:32]=[C:33]3[C:38]=2[N:37]=[CH:36][CH:35]=[CH:34]3)=[O:28])=[O:18])=[CH:13][CH:14]=[CH:15][CH:16]=1. (10) The product is: [Br:1][C:2]1[C:10]2[C:5](=[CH:6][C:7]([F:12])=[C:8]([F:11])[CH:9]=2)[N:4]([CH3:13])[N:3]=1. Given the reactants [Br:1][C:2]1[C:10]2[C:5](=[CH:6][C:7]([F:12])=[C:8]([F:11])[CH:9]=2)[NH:4][N:3]=1.[C:13](=O)([O-])[O-].[K+].[K+].IC.CC(=O)OCC, predict the reaction product.